This data is from Reaction yield outcomes from USPTO patents with 853,638 reactions. The task is: Predict the reaction yield, written as a fraction of the theoretical maximum amount of product (1.0 means a 100% yield; for example, 0.34 means a 34% yield). (1) The yield is 0.540. The product is [CH3:16][O:17][C:18](=[O:29])[C:19]1[CH:20]=[C:21]([CH2:22][OH:23])[CH:25]=[C:26]([F:28])[CH:27]=1. The catalyst is ClCCl.O. The reactants are C(N(CC)CC)C.ClC(OCC(C)C)=O.[CH3:16][O:17][C:18](=[O:29])[C:19]1[CH:27]=[C:26]([F:28])[CH:25]=[C:21]([C:22](O)=[O:23])[CH:20]=1.[BH4-].[Na+]. (2) The reactants are Cl.[CH3:2][N:3]1[CH2:16][CH2:15][C:14]2[CH:13]=[CH:12][C:11]3[NH:10][C:9](=[O:17])[C:8](=[O:18])[NH:7][C:6]=3[C:5]=2[CH2:4]1.[N+:19]([O-])([O-:21])=[O:20].[K+].[OH-].[NH4+].[S:26](=[O:30])(=O)([OH:28])[OH:27]. No catalyst specified. The product is [CH3:2][S:26]([OH:28])(=[O:30])=[O:27].[CH3:2][N:3]1[CH2:16][CH2:15][C:14]2[C:13]([N+:19]([O-:21])=[O:20])=[CH:12][C:11]3[NH:10][C:9](=[O:17])[C:8](=[O:18])[NH:7][C:6]=3[C:5]=2[CH2:4]1. The yield is 1.00.